From a dataset of Drug-target binding data from BindingDB using Ki measurements. Regression. Given a target protein amino acid sequence and a drug SMILES string, predict the binding affinity score between them. We predict pKi (pKi = -log10(Ki in M); higher means stronger inhibition). Dataset: bindingdb_ki. (1) The small molecule is OC[C@H]1CNC[C@@H](O)[C@@H]1O. The target protein sequence is MILNLTGKIAPIACGLLCCCSMVYAQGNDTSEVMLLDTGWEFSQSGTEKWMPATVPGTVHQDLISHELLPNPFYGMNEKKIQWVENEDWEYRTSFIVSEEQLNRDGIQLIFEGLDTYADVYLNGSLLLKADNMFVGYTLPVKSVLRKGENHLYIYFHSPIRQTLPQYASNGFNYPADNDHHEKHLSVFSRKAPYSYGWDWGIRMVTSGVWRPVTLRFYDIATISDYYVRQLSLTDENARLSNELIVNQIVPQKIPAEVRVNVSLNGTTVTEVKQQVTLQPGINHITLPAEVTNPVRWMPNGWGTPTLYDFSAQIACGDRIVAEQSHRIGLRTIRVVNEKDKDGESFYFEVNGIPMFAKGANYIPQDALLPNVTTERYQTLFRDMKEANMNMVRIWGGGTYENNLFYDLADENGILVWQDFMFACTPYPSDPTFLKRVEAEAVYNIRRLRNHASLAMWCGNNEILEALKYWGFEKKFTPEVYQGLMHGYDKLFRELLPSTV.... The pKi is 2.0. (2) The drug is Clc1ccc2nc(-n3ccnc3)nc(NCc3ccccc3)c2c1. The target protein (A7MBE0) has sequence MLTVDDVLEQVGEFGWFQKQTFLILCLLSAAFAPIYVGIVFLAFTPDHRCRSPGVAELSRRCGWSLAEELNYTVPGPGPESQCLRYEVDWNQSTLGCLDPLASLATNGSPLPLGPCEQGWVYDTPGSSIVTEFNLVCDDSWKVDLFQSCVNLGFFLGSLGVGYIADRFGRKVCLLATTLTCASLGVLTAVAPDYTSLLIFRLLQGLVSKGSWTAGYTLITEFVGLGYRRTVAILYQMAFTVGLVLLSGLAYILPHWRWLQLAVSLPIFLLLFRFWFVPESPRWLLSQKRNTEAIKIMDHIAQKNGKLPPADLKMLSLEEDVTEKLSPSFIDLFRTPNLRKYTFILMYLWFTSSVVYQGLIMHVGATGGNLYLDFLYSALVEFPAGFIILVTIDRFGRRYPLATSNLAAGLACFLMIFIPHDLPWLNIMVACVGRMGITIVFQMVCLVNAELFPTFIRNLGMMVCSSLCDLGGVLTPFLVFRLMEVWQGSPLILFAALGLV.... The pKi is 8.7. (3) The drug is CCCn1c(=O)c2c(nc(CCc3ccccc3)n2C)n(CCC)c1=O. The target protein (P47745) has sequence MPHSVSAFQAAYIGIEVLIALVSVPGNVLVIWAVKVNQALRDATFCFIASLAVADVAVGALVIPLAILINIGPQTYFHTCLMVACPVLILTQSSILALLAIAVDRYLRVKIPLRYKTVVTPRRAAVAIAGCWILSLVVGLTPMFGWNNLSKIEMAWAANGSVGEPVIKCEFEKVISMEYMVYFNFFVWVLPPLLLMVLIYLEVFYLIRKQLSKKVSASSGDPQKYYGKELKIAKSLALILFLFALSWLPLHILNCITLFCPTCHKPTILTYIAIFLTHGNSAMNPIVYAFRIQKFRVTFLKIWNDHFRCQPEPPIDEDLPEEKVDD. The pKi is 5.9. (4) The small molecule is COC(=O)[C@H]1[C@@H](O)CC[C@H]2CN3CCc4c([nH]c5ccccc45)[C@@H]3C[C@@H]21. The target protein (P19328) has sequence MSGPTMDHQEPYSVQATAAIASAITFLILFTIFGNALVILAVLTSRSLRAPQNLFLVSLAAADILVATLIIPFSLANELLGYWYFWRAWCEVYLALDVLFCTSSIVHLCAISLDRYWAVSRALEYNSKRTPRRIKCIILTVWLIAAVISLPPLIYKGDQRPEPRGLPQCELNQEAWYILASSIGSFFAPCLIMILVYLRIYVIAKRSHCRGLGAKRGSGEGESKKPQPVAGGVPTSAKVPTLVSPLSSVGEANGHPKPPREKEEGETPEDPEARALPPTWSALPRSGQGQKKGTSGATAEEGDEEDEEEVEECEPQTLPASPASVCNPPLQQPQTSRVLATLRGQVLLGKNVGVASGQWWRRRTQLSREKRFTFVLAVVIGVFVVCWFPFFFSYSLGAICPQHCKVPHGLFQFFFWIGYCNSSLNPVIYTVFNQDFRRAFRRILCRPWTQTGW. The pKi is 8.7. (5) The drug is COc1ccc2cc(OC3OC(CO)C(O)C(O)C3NC(C)=O)ccc2c1. The target protein (P08037) has sequence MKFREPLLGGSAAMPGASLQRACRLLVAVCALHLGVTLVYYLAGRDLRRLPQLVGVHPPLQGSSHGAAAIGQPSGELRLRGVAPPPPLQNSSKPRSRAPSNLDAYSHPGPGPGPGSNLTSAPVPSTTTRSLTACPEESPLLVGPMLIEFNIPVDLKLVEQQNPKVKLGGRYTPMDCISPHKVAIIIPFRNRQEHLKYWLYYLHPILQRQQLDYGIYVINQAGESMFNRAKLLNVGFKEALKDYDYNCFVFSDVDLIPMNDHNTYRCFSQPRHISVAMDKFGFSLPYVQYFGGVSALSKQQFLSINGFPNNYWGWGGEDDDIYNRLAFRGMSVSRPNAVIGKCRMIRHSRDKKNEPNPQRFDRIAHTKETMLSDGLNSLTYMVLEVQRYPLYTKITVDIGTPS. The pKi is 5.5. (6) The drug is CCCCNC(=S)N1CC(O)[C@@H](O)[C@@H](O)C1CO. The target protein sequence is LRNATQRMFEIDYSRDSFLKDGQPFRYISGSIHYSRVPRFYWKDRLLKMKMAGLNAIQTYVPWNFHEPWPGQYQFSEDHDVEYFLRLAHELGLLVILRPGPYICAEWEMGGLPAWLLEKESILLRSSDPDYLAAVDKWLGVLLPKMKPLLYQNGGPVITVQVENEYGSYFACDFDYLRFLQKRFRHHLGDDVVLFTTDGAHKTFLKCGALQGLYTTVDFGTGSNITDAFLSQRKCEPKGPLINSEFYTGWLDHWGQPHSTIKTEAVASSLYDILARGASVNLYMFIGGTNFAYWNGANSPYAAQPTSYDYDAPLSEAGDLTEKYFALRNIIQKFEKVPEGPIPPSTPKFAYGKVTLEKLKTVGAALDILCPSGPIKSLYPLTFIQVKQHYGFVLYRTTLPQDCSNPAPLSSPLNGVHDRAYVAVDGIPQGVLERNNVITLNITGKAGATLDLLVENMGRVNYGAYINDFKGLVSNLTLSSNILTDWTIFPLDTEDAVRSH.... The pKi is 3.4.